From a dataset of TCR-epitope binding with 47,182 pairs between 192 epitopes and 23,139 TCRs. Binary Classification. Given a T-cell receptor sequence (or CDR3 region) and an epitope sequence, predict whether binding occurs between them. (1) The epitope is KAYNVTQAF. The TCR CDR3 sequence is CASSIGGGQETQYF. Result: 1 (the TCR binds to the epitope). (2) The epitope is GTSGSPIVNR. The TCR CDR3 sequence is CASSFRLDNTGELFF. Result: 0 (the TCR does not bind to the epitope). (3) The epitope is VSFIEFVGW. The TCR CDR3 sequence is CASSQESRTVHTEAFF. Result: 0 (the TCR does not bind to the epitope).